This data is from Reaction yield outcomes from USPTO patents with 853,638 reactions. The task is: Predict the reaction yield, written as a fraction of the theoretical maximum amount of product (1.0 means a 100% yield; for example, 0.34 means a 34% yield). (1) The reactants are Br[C:2]1[CH:3]=[C:4]([N:8]2[C:12]3[CH2:13][O:14][CH2:15][CH2:16][C:11]=3[C:10]([C:17]([NH2:19])=[O:18])=[N:9]2)[CH:5]=[CH:6][CH:7]=1.[C:20]([C@:22]1([OH:29])[CH2:26][CH2:25][N:24]([CH3:27])[C:23]1=[O:28])#[CH:21]. No catalyst specified. The product is [OH:29][C@@:22]1([C:20]#[C:21][C:2]2[CH:3]=[C:4]([N:8]3[C:12]4[CH2:13][O:14][CH2:15][CH2:16][C:11]=4[C:10]([C:17]([NH2:19])=[O:18])=[N:9]3)[CH:5]=[CH:6][CH:7]=2)[CH2:26][CH2:25][N:24]([CH3:27])[C:23]1=[O:28]. The yield is 0.240. (2) The product is [Br:1][C:2]1[C:7]([CH3:8])=[C:6]([CH3:9])[C:5]2[CH:10]([C:13]3[CH:14]=[CH:15][C:16]([CH:19]([CH3:21])[CH3:20])=[CH:17][CH:18]=3)[CH2:11][O:22][C:4]=2[C:3]=1[CH3:23]. The yield is 0.570. The catalyst is CCCCCC.C(OCC)(=O)C. The reactants are [Br:1][C:2]1[C:3]([CH3:23])=[C:4]([OH:22])[C:5]([CH:10]([C:13]2[CH:18]=[CH:17][C:16]([CH:19]([CH3:21])[CH3:20])=[CH:15][CH:14]=2)[CH2:11]O)=[C:6]([CH3:9])[C:7]=1[CH3:8].